This data is from CYP2C9 inhibition data for predicting drug metabolism from PubChem BioAssay. The task is: Regression/Classification. Given a drug SMILES string, predict its absorption, distribution, metabolism, or excretion properties. Task type varies by dataset: regression for continuous measurements (e.g., permeability, clearance, half-life) or binary classification for categorical outcomes (e.g., BBB penetration, CYP inhibition). Dataset: cyp2c9_veith. (1) The molecule is COC(=O)[C@@]1(Cc2ccccc2)[C@H]2c3cc(C(=O)N(C)C)n(Cc4c(CO)[nH]cc(C)c4=O)c3C[C@H]2CN1C(=O)c1ccccc1. The result is 1 (inhibitor). (2) The molecule is CC(C)C(=O)Cc1ccc2ccccc2n1. The result is 0 (non-inhibitor). (3) The compound is C[C@]12C(=O)OC(=O)[C@@]1(C)[C@@H]1CC[C@H]2O1. The result is 0 (non-inhibitor). (4) The result is 0 (non-inhibitor). The molecule is NC(=O)c1csc(-c2ccc(CO)o2)n1. (5) The molecule is COc1cccc(-c2nc(Nc3ccncc3)c3ccccc3n2)c1. The result is 0 (non-inhibitor). (6) The molecule is CCN(CC)CCN1C(=O)C(=O)/C(=C(/O)c2cccc(OC)c2)C1c1ccccn1. The result is 0 (non-inhibitor). (7) The molecule is Cc1cnc(CNc2nc(-c3ccccc3C(F)(F)F)nc3ccccc23)cn1. The result is 0 (non-inhibitor).